This data is from Full USPTO retrosynthesis dataset with 1.9M reactions from patents (1976-2016). The task is: Predict the reactants needed to synthesize the given product. Given the product [Cl:1][C:2]1[CH:3]=[C:4]([NH:9][C:10]([N:12]2[CH2:17][CH2:16][N:15]([CH2:18][C@@H:19]3[O:24][CH2:23][CH2:22][NH:21][CH2:20]3)[CH2:14][CH2:13]2)=[O:11])[CH:5]=[CH:6][C:7]=1[F:8], predict the reactants needed to synthesize it. The reactants are: [Cl:1][C:2]1[CH:3]=[C:4]([NH:9][C:10]([N:12]2[CH2:17][CH2:16][N:15]([CH2:18][C@@H:19]3[O:24][CH2:23][CH2:22][N:21](C(OC(C)(C)C)=O)[CH2:20]3)[CH2:14][CH2:13]2)=[O:11])[CH:5]=[CH:6][C:7]=1[F:8].C(O)(C(F)(F)F)=O.